Dataset: Full USPTO retrosynthesis dataset with 1.9M reactions from patents (1976-2016). Task: Predict the reactants needed to synthesize the given product. (1) Given the product [Br:1][C:2]1[CH:7]=[CH:6][C:5]2[N:8]=[CH:10][NH:9][C:4]=2[CH:3]=1, predict the reactants needed to synthesize it. The reactants are: [Br:1][C:2]1[CH:3]=[C:4]([NH2:9])[C:5]([NH2:8])=[CH:6][CH:7]=1.[C:10]1(C)C=CC(S([O-])(=O)=O)=CC=1.[NH+]1C=CC=CC=1. (2) Given the product [C:17]([O:16][C:14]([C@H:10]1[N:7]2[C:8](=[O:9])[C@@H:2]([NH:1][C:33]([O:34][CH2:35][C:36]3[CH:41]=[CH:40][CH:39]=[CH:38][CH:37]=3)=[O:42])[CH2:3][CH2:4][C:5](=[O:21])[N:6]2[CH2:13][CH2:12][CH2:11]1)=[O:15])([CH3:18])([CH3:20])[CH3:19], predict the reactants needed to synthesize it. The reactants are: [NH2:1][C@@H:2]1[C:8](=[O:9])[N:7]2[C@H:10]([C:14]([O:16][C:17]([CH3:20])([CH3:19])[CH3:18])=[O:15])[CH2:11][CH2:12][CH2:13][N:6]2[C:5](=[O:21])[CH2:4][CH2:3]1.CN(C=O)C.C(=O)([O-])[O-].[Na+].[Na+].[C:33](Cl)(=[O:42])[O:34][CH2:35][C:36]1[CH:41]=[CH:40][CH:39]=[CH:38][CH:37]=1. (3) Given the product [C:26]1([C:51]2[CH:52]=[CH:53][CH:54]=[CH:55][CH:56]=2)[CH:31]=[CH:30][CH:29]=[C:28]([C:32]2[O:33][C:34]([CH3:50])=[C:35]([CH2:37][CH2:38][O:24][C:21]3[CH:22]=[CH:23][C:18]([CH2:17][C:5]([O:10][C:11]4[CH:16]=[CH:15][CH:14]=[CH:13][CH:12]=4)([CH2:6][CH2:7][CH2:8][CH3:9])[C:4]([OH:3])=[O:25])=[CH:19][CH:20]=3)[N:36]=2)[CH:27]=1, predict the reactants needed to synthesize it. The reactants are: C([O:3][C:4](=[O:25])[C:5]([CH2:17][C:18]1[CH:23]=[CH:22][C:21]([OH:24])=[CH:20][CH:19]=1)([O:10][C:11]1[CH:16]=[CH:15][CH:14]=[CH:13][CH:12]=1)[CH2:6][CH2:7][CH2:8][CH3:9])C.[C:26]1([C:51]2[CH:56]=[CH:55][CH:54]=[CH:53][CH:52]=2)[CH:31]=[CH:30][CH:29]=[C:28]([C:32]2[O:33][C:34]([CH3:50])=[C:35]([CH2:37][CH2:38]OS(C3C=CC(C)=CC=3)(=O)=O)[N:36]=2)[CH:27]=1.C([O-])([O-])=O.[K+].[K+].[OH-].[Na+]. (4) Given the product [CH3:1][C:2]1[CH:7]=[C:6]([CH3:8])[CH:5]=[CH:4][C:3]=1[N:9]1[CH2:14][CH2:13][N:12]([C:15]([C:17]2[CH:22]=[CH:21][C:20]([N:30]3[C@H:29]([CH3:28])[CH2:33][CH2:32][S:31]3(=[O:35])=[O:34])=[CH:19][C:18]=2[S:24]([CH3:27])(=[O:26])=[O:25])=[O:16])[CH2:11][CH2:10]1, predict the reactants needed to synthesize it. The reactants are: [CH3:1][C:2]1[CH:7]=[C:6]([CH3:8])[CH:5]=[CH:4][C:3]=1[N:9]1[CH2:14][CH2:13][N:12]([C:15]([C:17]2[CH:22]=[CH:21][C:20](I)=[CH:19][C:18]=2[S:24]([CH3:27])(=[O:26])=[O:25])=[O:16])[CH2:11][CH2:10]1.[CH3:28][C@@H:29]1[CH2:33][CH2:32][S:31](=[O:35])(=[O:34])[NH:30]1. (5) Given the product [NH2:36][CH:13]([C:12]1[CH:27]=[CH:28][C:9]([O:8][CH2:1][C:2]2[CH:7]=[CH:6][CH:5]=[CH:4][CH:3]=2)=[CH:10][CH:11]=1)[C@H:15]1[CH2:19][CH2:18][CH2:17][N:16]1[C:20]([O:22][C:23]([CH3:26])([CH3:25])[CH3:24])=[O:21], predict the reactants needed to synthesize it. The reactants are: [CH2:1]([O:8][C:9]1[CH:28]=[CH:27][C:12]([C:13]([C@H:15]2[CH2:19][CH2:18][CH2:17][N:16]2[C:20]([O:22][C:23]([CH3:26])([CH3:25])[CH3:24])=[O:21])=O)=[CH:11][CH:10]=1)[C:2]1[CH:7]=[CH:6][CH:5]=[CH:4][CH:3]=1.C([O-])(=O)C.[NH4+].[B-]C#[N:36].[Na+]. (6) The reactants are: [C:1](Cl)([CH3:3])=[O:2].Cl.[CH2:6]([O:13][C:14]1[CH:19]=[CH:18][N:17]([C:20]2[CH:21]=[CH:22][C:23]3[C:24]4[CH2:33][CH2:32][NH:31][CH2:30][CH2:29][C:25]=4[NH:26][C:27]=3[CH:28]=2)[C:16](=[O:34])[CH:15]=1)[C:7]1[CH:12]=[CH:11][CH:10]=[CH:9][CH:8]=1.CCN(CC)CC. Given the product [C:1]([N:31]1[CH2:32][CH2:33][C:24]2[C:23]3[CH:22]=[CH:21][C:20]([N:17]4[CH:18]=[CH:19][C:14]([O:13][CH2:6][C:7]5[CH:12]=[CH:11][CH:10]=[CH:9][CH:8]=5)=[CH:15][C:16]4=[O:34])=[CH:28][C:27]=3[NH:26][C:25]=2[CH2:29][CH2:30]1)(=[O:2])[CH3:3], predict the reactants needed to synthesize it.